Regression/Classification. Given a drug SMILES string, predict its absorption, distribution, metabolism, or excretion properties. Task type varies by dataset: regression for continuous measurements (e.g., permeability, clearance, half-life) or binary classification for categorical outcomes (e.g., BBB penetration, CYP inhibition). Dataset: cyp3a4_veith. From a dataset of CYP3A4 inhibition data for predicting drug metabolism from PubChem BioAssay. (1) The molecule is N#Cc1ccccc1OC[C@H](O)CNCCNC(=O)Nc1ccccc1. The result is 0 (non-inhibitor). (2) The compound is Cc1ccc([C@@]2(C)CC/C(=N/N=C3\CC[C@](C)(c4ccc(C)c(C)c4)c4cc(C)c(C)cc43)c3cc(C)c(C)cc32)cc1C. The result is 0 (non-inhibitor).